From a dataset of Forward reaction prediction with 1.9M reactions from USPTO patents (1976-2016). Predict the product of the given reaction. Given the reactants [Cl:1][C:2]1[CH:7]=[CH:6][C:5]([CH2:8][CH2:9][C:10]([O:12][C:13]([CH3:16])([CH3:15])[CH3:14])=[O:11])=[CH:4][C:3]=1[CH2:17]O.[Br:19]P(Br)(C1C=CC=CC=1)(C1C=CC=CC=1)C1C=CC=CC=1, predict the reaction product. The product is: [Br:19][CH2:17][C:3]1[CH:4]=[C:5]([CH2:8][CH2:9][C:10]([O:12][C:13]([CH3:16])([CH3:15])[CH3:14])=[O:11])[CH:6]=[CH:7][C:2]=1[Cl:1].